From a dataset of hERG potassium channel inhibition data for cardiac toxicity prediction from Karim et al.. Regression/Classification. Given a drug SMILES string, predict its toxicity properties. Task type varies by dataset: regression for continuous values (e.g., LD50, hERG inhibition percentage) or binary classification for toxic/non-toxic outcomes (e.g., AMES mutagenicity, cardiotoxicity, hepatotoxicity). Dataset: herg_karim. (1) The molecule is O=C1OCc2nc(CCN3CCN(C(=O)Cc4ccc(-n5cnnn5)cc4)CC3)ccc21. The result is 0 (non-blocker). (2) The compound is Nc1nc(N2CCNCC2)c2ccc(C3CC3)cc2n1. The result is 1 (blocker). (3) The compound is COc1ncccc1C(=O)N1CCC([N+]Cc2cncn2Cc2ccc(C#N)cc2)C1=O. The result is 0 (non-blocker). (4) The drug is CCCc1c(OCCCN2C(=O)Cc3cc(CC(=O)O)ccc32)ccc2c(C(F)(F)F)noc12. The result is 0 (non-blocker).